From a dataset of TCR-epitope binding with 47,182 pairs between 192 epitopes and 23,139 TCRs. Binary Classification. Given a T-cell receptor sequence (or CDR3 region) and an epitope sequence, predict whether binding occurs between them. (1) The epitope is VTEHDTLLY. The TCR CDR3 sequence is CASSQGYTNTEAFF. Result: 0 (the TCR does not bind to the epitope). (2) The epitope is VLQAVGACV. The TCR CDR3 sequence is CASSSTGPHEQYF. Result: 0 (the TCR does not bind to the epitope). (3) The epitope is RLRAEAQVK. The TCR CDR3 sequence is CSARPTRTFNIQYF. Result: 1 (the TCR binds to the epitope). (4) The epitope is GPGHKARVL. The TCR CDR3 sequence is CASALGTRSYEQYF. Result: 0 (the TCR does not bind to the epitope). (5) The TCR CDR3 sequence is CSADGGGGYTF. The epitope is KLGGALQAK. Result: 1 (the TCR binds to the epitope). (6) The epitope is PROT_97E67BCC. The TCR CDR3 sequence is CASSRRTSGGTDTQYF. Result: 1 (the TCR binds to the epitope). (7) The epitope is TLIGDCATV. The TCR CDR3 sequence is CASSPGTGFNTIYF. Result: 1 (the TCR binds to the epitope).